This data is from Full USPTO retrosynthesis dataset with 1.9M reactions from patents (1976-2016). The task is: Predict the reactants needed to synthesize the given product. (1) Given the product [F:1][C:2]1[CH:9]=[C:8]([C:10]([F:13])([F:12])[F:11])[CH:7]=[CH:6][C:3]=1/[CH:4]=[N:20]/[S@:18]([C:15]([CH3:17])([CH3:16])[CH3:14])=[O:19], predict the reactants needed to synthesize it. The reactants are: [F:1][C:2]1[CH:9]=[C:8]([C:10]([F:13])([F:12])[F:11])[CH:7]=[CH:6][C:3]=1[CH:4]=O.[CH3:14][C:15]([S@@:18]([NH2:20])=[O:19])([CH3:17])[CH3:16]. (2) Given the product [CH3:13][C:14]1[N:9]([CH2:8][C:7]2[CH:11]=[CH:12][C:4]([CH3:3])=[CH:5][CH:6]=2)[N:10]=[C:17]([C:19]([O:21][CH3:22])=[O:20])[CH:16]=1, predict the reactants needed to synthesize it. The reactants are: Cl.Cl.[CH3:3][C:4]1[CH:12]=[CH:11][C:7]([CH2:8][NH:9][NH2:10])=[CH:6][CH:5]=1.[CH3:13][C:14]([CH2:16][C:17]([C:19]([O:21][CH3:22])=[O:20])=O)=O. (3) Given the product [F:16][C:2]([F:1])([F:15])[C:3]1[N:8]=[CH:7][C:6]([SH:9])=[CH:5][CH:4]=1, predict the reactants needed to synthesize it. The reactants are: [F:1][C:2]([F:16])([F:15])[C:3]1[N:8]=[CH:7][C:6]([SH-:9]C(=S)OCC)=[CH:5][CH:4]=1. (4) The reactants are: [CH2:1]([C@@H:8]([C@@H:18]([O:20][CH2:21][C:22]1[CH:27]=[CH:26][C:25]([O:28][CH3:29])=[CH:24][CH:23]=1)[CH3:19])[C:9](=[O:17])[CH2:10][C:11]1[CH:16]=[CH:15][CH:14]=[CH:13][CH:12]=1)[C:2]1[CH:7]=[CH:6][CH:5]=[CH:4][CH:3]=1.CB1N2CCC[C@H]2C(C2C=CC=CC=2)(C2C=CC=CC=2)O1.CO. Given the product [CH2:1]([C@@H:8]([C@@H:18]([O:20][CH2:21][C:22]1[CH:23]=[CH:24][C:25]([O:28][CH3:29])=[CH:26][CH:27]=1)[CH3:19])[C@H:9]([OH:17])[CH2:10][C:11]1[CH:16]=[CH:15][CH:14]=[CH:13][CH:12]=1)[C:2]1[CH:7]=[CH:6][CH:5]=[CH:4][CH:3]=1, predict the reactants needed to synthesize it. (5) Given the product [Br:27][C:25]1[CH:26]=[C:21]([NH:20][C:17]2[CH:18]=[CH:19][C:14]([N:11]3[CH2:12][CH2:13][NH:8][CH2:9][C@H:10]3[CH3:30])=[CH:15][N:16]=2)[C:22](=[O:29])[N:23]([CH3:28])[CH:24]=1, predict the reactants needed to synthesize it. The reactants are: C(OC([N:8]1[CH2:13][CH2:12][N:11]([C:14]2[CH:15]=[N:16][C:17]([NH:20][C:21]3[C:22](=[O:29])[N:23]([CH3:28])[CH:24]=[C:25]([Br:27])[CH:26]=3)=[CH:18][CH:19]=2)[C@H:10]([CH3:30])[CH2:9]1)=O)(C)(C)C.Cl.O1CCOCC1. (6) Given the product [OH:30][CH2:29][C:28]1[C:27]([C:4]2[CH:5]=[C:6]([NH:9][C:10]3[CH:15]=[CH:14][C:13]([N:16]4[CH2:21][CH2:20][N:19]([CH:22]5[CH2:25][O:24][CH2:23]5)[CH2:18][C@@H:17]4[CH3:26])=[CH:12][N:11]=3)[C:7](=[O:8])[N:2]([CH3:1])[CH:3]=2)=[CH:34][CH:33]=[CH:32][C:31]=1[N:35]1[C:47](=[O:48])[C:46]2[S:45][C:44]3[CH2:43][CH2:42][CH2:41][CH2:40][C:39]=3[C:38]=2[CH:37]=[N:36]1, predict the reactants needed to synthesize it. The reactants are: [CH3:1][N:2]1[C:7](=[O:8])[C:6]([NH:9][C:10]2[CH:15]=[CH:14][C:13]([N:16]3[CH2:21][CH2:20][N:19]([CH:22]4[CH2:25][O:24][CH2:23]4)[CH2:18][C@@H:17]3[CH3:26])=[CH:12][N:11]=2)=[CH:5][C:4]([C:27]2[CH:34]=[CH:33][CH:32]=[C:31]([N:35]3[C:47](=[O:48])[C:46]4[S:45][C:44]5[CH2:43][CH2:42][CH2:41][CH2:40][C:39]=5[C:38]=4[CH:37]=[N:36]3)[C:28]=2[CH:29]=[O:30])=[CH:3]1.[BH4-].[Na+]. (7) Given the product [CH2:43]([C:5]([NH:11][C:12]([C:14]1[N:18]2[CH:19]=[CH:20][CH:21]=[C:22]([O:23][CH2:24][C:25]3[C:30]([F:31])=[CH:29][CH:28]=[CH:27][C:26]=3[F:32])[C:17]2=[N:16][C:15]=1[CH3:33])=[O:13])([C:4]([O:3][CH2:1][CH3:2])=[O:34])[C:6]([O:8][CH2:9][CH3:10])=[O:7])[CH2:44][CH2:45][CH3:46], predict the reactants needed to synthesize it. The reactants are: [CH2:1]([O:3][C:4](=[O:34])[CH:5]([NH:11][C:12]([C:14]1[N:18]2[CH:19]=[CH:20][CH:21]=[C:22]([O:23][CH2:24][C:25]3[C:30]([F:31])=[CH:29][CH:28]=[CH:27][C:26]=3[F:32])[C:17]2=[N:16][C:15]=1[CH3:33])=[O:13])[C:6]([O:8][CH2:9][CH3:10])=[O:7])[CH3:2].[O-]CC.[Na+].C(O)C.I[CH2:43][CH2:44][CH2:45][CH3:46].[O-]CC.[Na+].C(O)(=O)CC(CC(O)=O)(C(O)=O)O.C(=O)([O-])O.[Na+]. (8) Given the product [F:13][C:14]1[CH:15]=[C:16]([CH:21]=[CH:22][C:23]=1[F:24])[O:17][CH2:18][CH2:19][S:12][C:10]1[N:11]=[C:4]2[N:3]=[C:2]([CH3:1])[CH:7]=[C:6]([CH3:8])[N:5]2[N:9]=1.[F:13][C:14]1[CH:15]=[C:16]([CH:21]=[CH:22][C:23]=1[F:24])[O:17][CH2:18][CH2:19][Br:20], predict the reactants needed to synthesize it. The reactants are: [CH3:1][C:2]1[CH:7]=[C:6]([CH3:8])[N:5]2[N:9]=[C:10]([SH:12])[N:11]=[C:4]2[N:3]=1.[F:13][C:14]1[CH:15]=[C:16]([CH:21]=[CH:22][C:23]=1[F:24])[O:17][CH2:18][CH2:19][Br:20].ClC1C=CC(OCCBr)=CC=1F.FC1C=C(O)C=CC=1F.BrCCBr. (9) Given the product [NH2:1][C:2]1[N:7]=[CH:6][C:5]([C:44]2[CH:45]=[C:46]([S:50]([NH:53][CH2:54][CH2:55][O:56][CH3:57])(=[O:51])=[O:52])[CH:47]=[CH:48][CH:49]=2)=[N:4][C:3]=1[C:9]([C:11]1[CH:12]=[N:13][CH:14]=[CH:15][CH:16]=1)=[O:10], predict the reactants needed to synthesize it. The reactants are: [NH2:1][C:2]1[C:3]([C:9]([C:11]2[CH:12]=[N:13][CH:14]=[CH:15][CH:16]=2)=[O:10])=[N:4][C:5](Br)=[CH:6][N:7]=1.B1(B2OC(C)(C)C(C)(C)O2)OC(C)(C)C(C)(C)O1.C(Cl)Cl.C([O-])(=O)C.[K+].Br[C:44]1[CH:45]=[C:46]([S:50]([NH:53][CH2:54][CH2:55][O:56][CH3:57])(=[O:52])=[O:51])[CH:47]=[CH:48][CH:49]=1.C([O-])([O-])=O.[Na+].[Na+]. (10) Given the product [CH2:4]([C:8]1[N:12]([CH2:13][C:14]2[CH:15]=[CH:16][C:17]([C:20]3[CH:25]=[CH:24][CH:23]=[CH:22][C:21]=3[C:26]3[N:30]([C:31]([C:44]4[CH:49]=[CH:48][CH:47]=[CH:46][CH:45]=4)([C:38]4[CH:39]=[CH:40][CH:41]=[CH:42][CH:43]=4)[C:32]4[CH:37]=[CH:36][CH:35]=[CH:34][CH:33]=4)[N:29]=[N:28][N:27]=3)=[CH:18][CH:19]=2)[C:11]([CH2:50][O:51][S:54]([CH3:53])(=[O:56])=[O:55])=[C:10]([Cl:52])[N:9]=1)[CH2:5][CH2:6][CH3:7], predict the reactants needed to synthesize it. The reactants are: C(Cl)Cl.[CH2:4]([C:8]1[N:12]([CH2:13][C:14]2[CH:19]=[CH:18][C:17]([C:20]3[CH:25]=[CH:24][CH:23]=[CH:22][C:21]=3[C:26]3[N:30]([C:31]([C:44]4[CH:49]=[CH:48][CH:47]=[CH:46][CH:45]=4)([C:38]4[CH:43]=[CH:42][CH:41]=[CH:40][CH:39]=4)[C:32]4[CH:37]=[CH:36][CH:35]=[CH:34][CH:33]=4)[N:29]=[N:28][N:27]=3)=[CH:16][CH:15]=2)[C:11]([CH2:50][OH:51])=[C:10]([Cl:52])[N:9]=1)[CH2:5][CH2:6][CH3:7].[CH3:53][S:54](Cl)(=[O:56])=[O:55].C([O-])(O)=O.[Na+].